Dataset: Full USPTO retrosynthesis dataset with 1.9M reactions from patents (1976-2016). Task: Predict the reactants needed to synthesize the given product. (1) The reactants are: [C:1]([O:5][C:6]([NH:8][CH2:9][C:10]#[C:11][C:12]1[CH:13]=[C:14]2[C:19]3=[C:20]([CH2:22][CH2:23][CH2:24][N:18]3[CH:17]=[C:16]([C:25]([O:27][CH2:28][CH3:29])=[O:26])[C:15]2=[O:30])[CH:21]=1)=[O:7])([CH3:4])([CH3:3])[CH3:2]. Given the product [C:1]([O:5][C:6]([NH:8][CH2:9][CH2:10][CH2:11][C:12]1[CH:13]=[C:14]2[C:19]3=[C:20]([CH2:22][CH2:23][CH2:24][N:18]3[CH:17]=[C:16]([C:25]([O:27][CH2:28][CH3:29])=[O:26])[C:15]2=[O:30])[CH:21]=1)=[O:7])([CH3:4])([CH3:3])[CH3:2], predict the reactants needed to synthesize it. (2) Given the product [N:16]1([C:1](=[O:11])/[CH:2]=[CH:3]/[C:4]2[CH:5]=[CH:6][CH:7]=[CH:8][CH:9]=2)[C:20]2[CH:21]=[CH:22][CH:23]=[CH:24][C:19]=2[N:18]=[N:17]1, predict the reactants needed to synthesize it. The reactants are: [C:1]([OH:11])(=O)/[CH:2]=[CH:3]/[C:4]1[CH:9]=[CH:8][CH:7]=[CH:6][CH:5]=1.CS([N:16]1[C:20]2[CH:21]=[CH:22][CH:23]=[CH:24][C:19]=2[N:18]=[N:17]1)(=O)=O.C(N(CC)CC)C. (3) Given the product [Si:57]([O:64][CH2:65][CH2:66][CH2:67][N:68]([CH2:69][CH2:70][CH3:71])[C:33]([C:11]1=[CH:12][C:13]2[CH:19]=[CH:18][C:17]([C:20]3[CH:25]=[CH:24][C:23]([C:26]([N:28]4[CH2:29][CH2:30][CH2:31][CH2:32]4)=[O:27])=[CH:22][CH:21]=3)=[CH:16][C:14]=2[N:15]=[C:9]([NH:8][C:6](=[O:7])[O:5][C:1]([CH3:3])([CH3:2])[CH3:4])[CH2:10]1)=[O:35])([C:60]([CH3:63])([CH3:62])[CH3:61])([CH3:59])[CH3:58], predict the reactants needed to synthesize it. The reactants are: [C:1]([O:5][C:6]([NH:8][C:9]1[CH2:10][C:11]([C:33]([OH:35])=O)=[CH:12][C:13]2[CH:19]=[CH:18][C:17]([C:20]3[CH:25]=[CH:24][C:23]([C:26]([N:28]4[CH2:32][CH2:31][CH2:30][CH2:29]4)=[O:27])=[CH:22][CH:21]=3)=[CH:16][C:14]=2[N:15]=1)=[O:7])([CH3:4])([CH3:3])[CH3:2].C1C=CC2N(O)N=NC=2C=1.CCN=C=NCCCN(C)C.[Si:57]([O:64][CH2:65][CH2:66][CH2:67][NH:68][CH2:69][CH2:70][CH3:71])([C:60]([CH3:63])([CH3:62])[CH3:61])([CH3:59])[CH3:58]. (4) Given the product [Cl:1][C:2]1[CH:3]=[C:4]2[C:8](=[CH:9][CH:10]=1)[N:7]([S:23]([C:17]1[CH:22]=[CH:21][CH:20]=[CH:19][CH:18]=1)(=[O:25])=[O:24])[C:6]([C:11]([O:13][CH3:14])=[O:12])=[CH:5]2, predict the reactants needed to synthesize it. The reactants are: [Cl:1][C:2]1[CH:3]=[C:4]2[C:8](=[CH:9][CH:10]=1)[NH:7][C:6]([C:11]([O:13][CH3:14])=[O:12])=[CH:5]2.[H-].[Na+].[C:17]1([S:23](Cl)(=[O:25])=[O:24])[CH:22]=[CH:21][CH:20]=[CH:19][CH:18]=1. (5) Given the product [C:3]([OH:6])(=[O:5])[CH3:4].[C:3]([OH:6])(=[O:5])[CH3:4].[F:10][C:11]1[CH:16]=[CH:15][CH:14]=[C:13]([I:17])[C:12]=1[F:18], predict the reactants needed to synthesize it. The reactants are: OO.[C:3]([O:6]C(=O)C)(=[O:5])[CH3:4].[F:10][C:11]1[CH:16]=[CH:15][CH:14]=[C:13]([I:17])[C:12]=1[F:18]. (6) The reactants are: CC(C)([O-])C.[K+].[Cl:7][C:8]1[CH:13]=[C:12]([CH2:14][CH3:15])[C:11]([CH2:16][C:17]([N:19]([CH3:28])[N:20]=[C:21]([CH3:27])[C:22]([O:24]CC)=O)=[O:18])=[C:10]([CH2:29][CH3:30])[CH:9]=1. Given the product [Cl:7][C:8]1[CH:9]=[C:10]([CH2:29][CH3:30])[C:11]([C:16]2[C:17](=[O:18])[N:19]([CH3:28])[N:20]=[C:21]([CH3:27])[C:22]=2[OH:24])=[C:12]([CH2:14][CH3:15])[CH:13]=1, predict the reactants needed to synthesize it. (7) Given the product [C:23]([O:22][C:20](=[O:21])[NH:19][CH2:18][C:17]1[C:12]([CH2:11][OH:10])=[N:13][C:14]([NH:28][C:29]([O:31][C:32]([CH3:35])([CH3:34])[CH3:33])=[O:30])=[CH:15][C:16]=1[CH3:27])([CH3:26])([CH3:24])[CH3:25], predict the reactants needed to synthesize it. The reactants are: C([O-])([O-])=O.[K+].[K+].C([O:10][CH2:11][C:12]1[C:17]([CH2:18][NH:19][C:20]([O:22][C:23]([CH3:26])([CH3:25])[CH3:24])=[O:21])=[C:16]([CH3:27])[CH:15]=[C:14]([NH:28][C:29]([O:31][C:32]([CH3:35])([CH3:34])[CH3:33])=[O:30])[N:13]=1)(=O)C. (8) Given the product [O:1]1[CH:5]=[CH:4][C:3]([C:6]2[CH:7]=[CH:8][C:9]([CH:12]([OH:14])[CH3:13])=[N:10][CH:11]=2)=[CH:2]1, predict the reactants needed to synthesize it. The reactants are: [O:1]1[CH:5]=[CH:4][C:3]([C:6]2[CH:7]=[CH:8][C:9]([C:12](=[O:14])[CH3:13])=[N:10][CH:11]=2)=[CH:2]1.[BH4-].[Na+]. (9) The reactants are: [CH2:1]([O:5][C:6]1[CH:11]=[CH:10][C:9]([F:12])=[CH:8][C:7]=1[CH2:13][CH:14]([N:17]=C(C1C=CC=CC=1)C1C=CC=CC=1)[C:15]#[N:16])[CH2:2][CH:3]=[CH2:4].Cl. Given the product [NH2:17][CH:14]([CH2:13][C:7]1[CH:8]=[C:9]([F:12])[CH:10]=[CH:11][C:6]=1[O:5][CH2:1][CH2:2][CH:3]=[CH2:4])[C:15]#[N:16], predict the reactants needed to synthesize it.